From a dataset of Peptide-MHC class I binding affinity with 185,985 pairs from IEDB/IMGT. Regression. Given a peptide amino acid sequence and an MHC pseudo amino acid sequence, predict their binding affinity value. This is MHC class I binding data. (1) The peptide sequence is NVMDPMHGA. The MHC is HLA-A80:01 with pseudo-sequence HLA-A80:01. The binding affinity (normalized) is 0.0847. (2) The peptide sequence is RPGGKKHYK. The MHC is HLA-B42:01 with pseudo-sequence HLA-B42:01. The binding affinity (normalized) is 0.0847.